The task is: Predict which catalyst facilitates the given reaction.. This data is from Catalyst prediction with 721,799 reactions and 888 catalyst types from USPTO. (1) Reactant: [H-].[Na+].Br[C@@H:4]([CH3:8])[C:5]([OH:7])=[O:6].[CH:9]1[C:14]([OH:15])=[CH:13][CH:12]=[C:11]([CH3:16])[CH:10]=1.C1([O-])C=CC=CC=1.BrC(C)C([O-])=O. Product: [C:11]1([CH3:16])[CH:10]=[CH:9][C:14]([O:15][C@@H:4]([CH3:8])[C:5]([OH:7])=[O:6])=[CH:13][CH:12]=1. The catalyst class is: 1. (2) Reactant: [NH2:1][C:2]1([C:5]([NH:7][CH2:8][C:9]2[CH:14]=[CH:13][C:12]([NH:15][C:16]3[CH:21]=[CH:20][CH:19]=[CH:18][C:17]=3[C:22]([F:25])([F:24])[F:23])=[CH:11][CH:10]=2)=[O:6])[CH2:4][CH2:3]1.[CH2:26]([N:28]=[C:29]=[O:30])[CH3:27]. Product: [CH2:26]([NH:28][C:29](=[O:30])[NH:1][C:2]1([C:5]([NH:7][CH2:8][C:9]2[CH:10]=[CH:11][C:12]([NH:15][C:16]3[CH:21]=[CH:20][CH:19]=[CH:18][C:17]=3[C:22]([F:23])([F:24])[F:25])=[CH:13][CH:14]=2)=[O:6])[CH2:3][CH2:4]1)[CH3:27]. The catalyst class is: 4.